This data is from Full USPTO retrosynthesis dataset with 1.9M reactions from patents (1976-2016). The task is: Predict the reactants needed to synthesize the given product. (1) Given the product [CH3:1][O:2][C:3](=[O:20])[C:4]1[C:9]([C:22]2[N:27]=[CH:26][CH:25]=[CH:24][N:23]=2)=[CH:8][CH:7]=[CH:6][C:5]=1[F:19], predict the reactants needed to synthesize it. The reactants are: [CH3:1][O:2][C:3](=[O:20])[C:4]1[C:9](B2OC(C)(C)C(C)(C)O2)=[CH:8][CH:7]=[CH:6][C:5]=1[F:19].Cl[C:22]1[N:27]=[CH:26][CH:25]=[CH:24][N:23]=1.C(=O)([O-])[O-].[Na+].[Na+]. (2) Given the product [CH3:5][C:4]([CH3:7])([CH:30]([OH:31])[C@@H:29]([NH:28][C:9]([C:16]1[CH:17]=[CH:18][CH:19]=[CH:20][CH:21]=1)([C:22]1[CH:23]=[CH:24][CH:25]=[CH:26][CH:27]=1)[C:10]1[CH:15]=[CH:14][CH:13]=[CH:12][CH:11]=1)[CH2:32][CH3:33])[CH3:6], predict the reactants needed to synthesize it. The reactants are: S(C)C.[C:4]([Li])([CH3:7])([CH3:6])[CH3:5].[C:9]([NH:28][C@@H:29]([CH2:32][CH3:33])[CH:30]=[O:31])([C:22]1[CH:27]=[CH:26][CH:25]=[CH:24][CH:23]=1)([C:16]1[CH:21]=[CH:20][CH:19]=[CH:18][CH:17]=1)[C:10]1[CH:15]=[CH:14][CH:13]=[CH:12][CH:11]=1.[NH4+].[Cl-]. (3) The reactants are: [S:1]1[C:5]2[CH:6]=[C:7]([C:10]([OH:12])=O)[CH:8]=[CH:9][C:4]=2[N:3]=[CH:2]1.[C:13]([O:17][C:18]([CH3:21])([CH3:20])[CH3:19])(=[O:16])[NH:14][NH2:15].Cl.CN(C)CCCN=C=NCC.ON1C2C=CC=CC=2N=N1. Given the product [S:1]1[C:5]2[CH:6]=[C:7]([C:10]([NH:15][NH:14][C:13]([O:17][C:18]([CH3:21])([CH3:20])[CH3:19])=[O:16])=[O:12])[CH:8]=[CH:9][C:4]=2[N:3]=[CH:2]1, predict the reactants needed to synthesize it.